Dataset: Peptide-MHC class II binding affinity with 134,281 pairs from IEDB. Task: Regression. Given a peptide amino acid sequence and an MHC pseudo amino acid sequence, predict their binding affinity value. This is MHC class II binding data. The peptide sequence is GAYFVSSGKYEGGNI. The MHC is HLA-DPA10201-DPB11401 with pseudo-sequence HLA-DPA10201-DPB11401. The binding affinity (normalized) is 0.201.